This data is from Forward reaction prediction with 1.9M reactions from USPTO patents (1976-2016). The task is: Predict the product of the given reaction. Given the reactants [Br:1][C:2]1[CH:3]=[C:4]([F:11])[C:5](SC)=[C:6]([F:8])[CH:7]=1.O[O:13][S:14]([O-:16])=O.[K+].[CH3:18]O, predict the reaction product. The product is: [Br:1][C:2]1[CH:7]=[C:6]([F:8])[C:5]([S:14]([CH3:18])(=[O:16])=[O:13])=[C:4]([F:11])[CH:3]=1.